From a dataset of Reaction yield outcomes from USPTO patents with 853,638 reactions. Predict the reaction yield, written as a fraction of the theoretical maximum amount of product (1.0 means a 100% yield; for example, 0.34 means a 34% yield). (1) The reactants are [OH:1][C:2]1[CH:7]=[CH:6][C:5]([OH:8])=[CH:4][C:3]=1[C:9](=[O:18])[CH2:10][C:11]1[CH:16]=[CH:15][CH:14]=[C:13]([OH:17])[CH:12]=1.[C:33]1(C)[CH:34]=[CH:35]C(S([O-])(=[O:26])=[O:26])=[CH:31][CH:32]=1.[NH+]1[CH:35]=[CH:34][CH:33]=[CH:32][CH:31]=1.[O:36]1[CH:41]=[CH:40][CH2:39][CH2:38][CH2:37]1. The catalyst is C(Cl)Cl. The product is [OH:1][C:2]1[CH:7]=[CH:6][C:5]([O:8][CH:35]2[CH2:34][CH2:33][CH2:32][CH2:31][O:26]2)=[CH:4][C:3]=1[C:9](=[O:18])[CH2:10][C:11]1[CH:16]=[CH:15][CH:14]=[C:13]([O:17][CH:41]2[CH2:40][CH2:39][CH2:38][CH2:37][O:36]2)[CH:12]=1. The yield is 0.960. (2) The reactants are [Br:1][C:2]1[C:3]([C:11]2[CH:16]=[CH:15][C:14]([F:17])=[CH:13][CH:12]=2)=[N:4][NH:5][C:6]=1[C:7]([F:10])([F:9])[F:8].C([O-])([O-])=O.[K+].[K+].Br[CH2:25][CH2:26][C:27]#N.O. The catalyst is CN(C=O)C. The product is [Br:1][C:2]1[C:3]([C:11]2[CH:16]=[CH:15][C:14]([F:17])=[CH:13][CH:12]=2)=[N:4][N:5]([CH:26]([CH3:27])[CH3:25])[C:6]=1[C:7]([F:8])([F:9])[F:10]. The yield is 0.320. (3) The reactants are [CH2:1]([NH:3][C@@H:4]1[CH2:8][CH2:7][N:6]([C:9]2[C:14]([C:15]([O:17][CH:18]([CH3:20])[CH3:19])=[O:16])=[CH:13][CH:12]=[CH:11][N:10]=2)[CH2:5]1)[CH3:2].BrCC1C=CC=CC=1[C:29]1[CH:36]=[CH:35][CH:34]=[CH:33][C:30]=1[CH:31]=[O:32].[C:37]([O-])([O-])=O.[K+].[K+]. The catalyst is CC(C)=O. The product is [CH2:1]([N:3]([CH2:37][C:34]1[CH:35]=[CH:36][CH:29]=[C:30]([CH:31]=[O:32])[CH:33]=1)[C@@H:4]1[CH2:8][CH2:7][N:6]([C:9]2[C:14]([C:15]([O:17][CH:18]([CH3:19])[CH3:20])=[O:16])=[CH:13][CH:12]=[CH:11][N:10]=2)[CH2:5]1)[CH3:2]. The yield is 0.720. (4) The reactants are [C:1]([OH:6])(=[O:5])[CH2:2][CH2:3][CH3:4].[CH:7](O)(C)[CH3:8].[N:11]1([C:17](=[S:19])[NH2:18])[CH2:16][CH2:15][O:14][CH2:13][CH2:12]1. No catalyst specified. The product is [CH3:4][C:3]1[N:18]=[C:17]([N:11]2[CH2:16][CH2:15][O:14][CH2:13][CH2:12]2)[S:19][C:2]=1[C:1]([O:6][CH2:7][CH3:8])=[O:5]. The yield is 0.820. (5) The reactants are [NH:1]1[CH2:6][CH2:5][CH2:4][C@@H:3]([NH:7][C:8](=[O:14])[O:9][C:10]([CH3:13])([CH3:12])[CH3:11])[CH2:2]1.Cl[C:16]1[C:21]([C:22]([F:25])([F:24])[F:23])=[CH:20][N:19]=[C:18]2[NH:26][CH:27]=[C:28]([NH:29][C:30](=[O:35])[C@H:31]([O:33][CH3:34])[CH3:32])[C:17]=12. The catalyst is CCCCO.O. The product is [CH3:34][O:33][C@H:31]([CH3:32])[C:30]([NH:29][C:28]1[C:17]2[C:18](=[N:19][CH:20]=[C:21]([C:22]([F:25])([F:23])[F:24])[C:16]=2[N:1]2[CH2:6][CH2:5][CH2:4][C@@H:3]([NH:7][C:8](=[O:14])[O:9][C:10]([CH3:11])([CH3:13])[CH3:12])[CH2:2]2)[NH:26][CH:27]=1)=[O:35]. The yield is 0.410. (6) The reactants are [Cl:1][C:2]1[CH:16]=[CH:15][C:5]2[N:6]=[N:7][N:8]([CH2:11][C:12]([OH:14])=O)[C:9](=[O:10])[C:4]=2[CH:3]=1.[C:17]1([CH3:26])[CH:22]=[CH:21][C:20]([C@@H:23]([NH2:25])[CH3:24])=[CH:19][CH:18]=1. No catalyst specified. The product is [Cl:1][C:2]1[CH:16]=[CH:15][C:5]2[N:6]=[N:7][N:8]([CH2:11][C:12]([NH:25][C@H:23]([C:20]3[CH:21]=[CH:22][C:17]([CH3:26])=[CH:18][CH:19]=3)[CH3:24])=[O:14])[C:9](=[O:10])[C:4]=2[CH:3]=1. The yield is 0.520.